Dataset: Forward reaction prediction with 1.9M reactions from USPTO patents (1976-2016). Task: Predict the product of the given reaction. (1) Given the reactants [F:1][C:2]1[CH:7]=[C:6]([F:8])[C:5]([F:9])=[CH:4][C:3]=1[C:10](=O)[CH:11]=[CH:12][N:13](C)C.C(O)(=O)C.C([O-])(=O)C.[Na+].Cl.[C:27]([NH:31]N)([CH3:30])([CH3:29])[CH3:28], predict the reaction product. The product is: [F:1][C:2]1[CH:7]=[C:6]([F:8])[C:5]([F:9])=[CH:4][C:3]=1[C:10]1[N:31]([C:27]([CH3:30])([CH3:29])[CH3:28])[N:13]=[CH:12][CH:11]=1. (2) Given the reactants [CH3:1][N:2]1[C:7](=[O:8])[C:6]([N:9]2[CH2:14][CH2:13][O:12][CH2:11][CH2:10]2)=[C:5]2[C:15](=O)[N:16]([CH2:19][CH2:20][C:21]3[CH:30]=[CH:29][C:28]4[C:23](=[CH:24][CH:25]=[CH:26][CH:27]=4)[N:22]=3)[C:17](=[O:18])[C:4]2=[CH:3]1, predict the reaction product. The product is: [CH3:1][N:2]1[C:7](=[O:8])[C:6]([N:9]2[CH2:14][CH2:13][O:12][CH2:11][CH2:10]2)=[C:5]2[CH2:15][N:16]([CH2:19][CH2:20][C:21]3[CH:30]=[CH:29][C:28]4[C:23](=[CH:24][CH:25]=[CH:26][CH:27]=4)[N:22]=3)[C:17](=[O:18])[C:4]2=[CH:3]1. (3) Given the reactants [F:1][C:2]1[CH:7]=[CH:6][CH:5]=[C:4]([F:8])[C:3]=1[NH:9][C:10]([C:12]1[CH:16]=[CH:15][N:14]([CH2:17][C:18]2[CH:23]=[CH:22][CH:21]=[CH:20][C:19]=2[OH:24])[N:13]=1)=[O:11].C(=O)([O-])[O-].[Cs+].[Cs+].[C:31]([C:35]1[CH:36]=[C:37]([CH:40]=[C:41]([C:43]([CH3:46])([CH3:45])[CH3:44])[CH:42]=1)[CH2:38]Br)([CH3:34])([CH3:33])[CH3:32], predict the reaction product. The product is: [CH3:46][C:43]([C:41]1[CH:40]=[C:37]([CH2:38][O:24][C:19]2[CH:20]=[CH:21][CH:22]=[CH:23][C:18]=2[CH2:17][N:14]2[CH:15]=[CH:16][C:12]([C:10]([NH:9][C:3]3[C:2]([F:1])=[CH:7][CH:6]=[CH:5][C:4]=3[F:8])=[O:11])=[N:13]2)[CH:36]=[C:35]([C:31]([CH3:34])([CH3:33])[CH3:32])[CH:42]=1)([CH3:44])[CH3:45]. (4) Given the reactants [CH:1](N(CC)C(C)C)([CH3:3])[CH3:2].[F:10][C:11]1[CH:16]=[CH:15][C:14]([CH:17]2[CH2:19][CH:18]2[NH:20][C:21]2[C:22]3[N:36]=[N:35][N:34]([CH:37]4[CH2:41][CH:40]([CH2:42][OH:43])[CH:39]([OH:44])[CH:38]4[OH:45])[C:23]=3[N:24]=[C:25]([S:27][CH2:28][CH2:29][C:30](F)(F)F)[N:26]=2)=[CH:13][CH:12]=1, predict the reaction product. The product is: [F:10][C:11]1[CH:12]=[CH:13][C:14]([CH:17]2[CH2:19][CH:18]2[NH:20][C:21]2[C:22]3[N:36]=[N:35][N:34]([CH:37]4[CH:38]5[O:45][C:1]([CH3:3])([CH3:2])[O:44][CH:39]5[CH:40]([CH2:42][OH:43])[CH2:41]4)[C:23]=3[N:24]=[C:25]([S:27][CH2:28][CH2:29][CH3:30])[N:26]=2)=[CH:15][CH:16]=1. (5) Given the reactants Cl[Si](C)(C)C.BrCCBr.CN(C)C=O.[F:15][C:16]1[CH:17]=[C:18]([CH:21]=[CH:22][C:23]=1[Cl:24])[CH2:19]Br.Br[C:26]1[N:27]=[C:28]([N:36]2[CH2:41][CH2:40][O:39][CH2:38][CH2:37]2)[S:29][C:30]=1[C:31]([O:33][CH2:34][CH3:35])=[O:32], predict the reaction product. The product is: [Cl:24][C:23]1[CH:22]=[CH:21][C:18]([CH2:19][C:26]2[N:27]=[C:28]([N:36]3[CH2:37][CH2:38][O:39][CH2:40][CH2:41]3)[S:29][C:30]=2[C:31]([O:33][CH2:34][CH3:35])=[O:32])=[CH:17][C:16]=1[F:15]. (6) The product is: [Br:1][C:2]1[C:3]2[N:4]([CH:8]=[C:9]([CH2:11][CH3:12])[N:10]=2)[CH:5]=[N:6][CH:7]=1. Given the reactants [Br:1][C:2]1[C:3]2[N:4]([CH2:8][CH:9]([CH2:11][CH3:12])[N:10]=2)[CH:5]=[N:6][CH:7]=1, predict the reaction product.